This data is from Full USPTO retrosynthesis dataset with 1.9M reactions from patents (1976-2016). The task is: Predict the reactants needed to synthesize the given product. (1) Given the product [CH3:11][O:12][C:13]1[CH:14]=[CH:15][C:16]([N:19]2[CH2:24][CH2:23][N:22]([C:25]3[C:26]([CH3:37])=[C:27]([CH3:36])[C:28]4[O:32][CH2:31][CH2:30][C:29]=4[C:34]=3[CH3:35])[CH2:21][CH2:20]2)=[CH:17][CH:18]=1, predict the reactants needed to synthesize it. The reactants are: [H-].[Al+3].[Li+].[H-].[H-].[H-].[Cl-].[Al+3].[Cl-].[Cl-].[CH3:11][O:12][C:13]1[CH:18]=[CH:17][C:16]([N:19]2[CH2:24][CH2:23][N:22]([C:25]3[C:26]([CH3:37])=[C:27]([CH3:36])[C:28]4[O:32][CH2:31][C:30](=O)[C:29]=4[C:34]=3[CH3:35])[CH2:21][CH2:20]2)=[CH:15][CH:14]=1.[OH-].[Na+]. (2) The reactants are: [CH3:1][N:2]1[C:10]2[C:5](=[CH:6][CH:7]=[CH:8][C:9]=2[CH2:11][C:12]#[N:13])[CH:4]=[CH:3]1.CN1C2C(=CC=CC=2C=[O:25])C=C1.[Li]C#N.C(OP(C#N)(=O)OCC)C.C(O)(C)(C)C. Given the product [CH3:1][N:2]1[C:10]2[C:5](=[CH:6][CH:7]=[CH:8][C:9]=2[CH2:11][C:12]([NH2:13])=[O:25])[CH:4]=[CH:3]1, predict the reactants needed to synthesize it. (3) Given the product [Br:11][CH2:1][C:2]1[CH:10]=[CH:9][C:5]2[N:6]=[CH:7][O:8][C:4]=2[CH:3]=1, predict the reactants needed to synthesize it. The reactants are: [CH3:1][C:2]1[CH:10]=[CH:9][C:5]2[N:6]=[CH:7][O:8][C:4]=2[CH:3]=1.[Br:11]N1C(=O)CCC1=O.